Binary Classification. Given a miRNA mature sequence and a target amino acid sequence, predict their likelihood of interaction. From a dataset of Experimentally validated miRNA-target interactions with 360,000+ pairs, plus equal number of negative samples. (1) The miRNA is mmu-miR-804 with sequence UGUGAGUUGUUCCUCACCUGGA. The protein sequence of the target gene is MASSTSTRTPAGKRVVNQEELRRLMREKQRLSTNRKRIESPFAKYNRLGQLSCALCNTPVKSELLWQTHVLGKQHRERVAELKGAKGATQGPSTGTVPQATKRRATDVESQDAKKAKASAGPQVQPSTSASSANLDAARAAPSKPGLGLLPDYDDEEEEEEEGGGEERRDSSKHLPDAQGKEHSLASPRETTSNVLPNDPFNTNPPKAPLVPHSGSIEKAEIHEKVVERRENTAEALPEGFFDDPEVDAKVRKVDAPKDQMDKEWDEFQKAMRQVNTISEAIVAEEDEEGRLDRQIGEID.... Result: 1 (interaction). (2) The miRNA is hsa-miR-6881-5p with sequence UGGGGUAAGGAUAGGAGGGUCA. The protein sequence of the target gene is MALNHTALPQDERLPHYLRDGDPFASKLSWEADLVAGFYLTIIGILSTFGNGYVLYMSSRRKKKLRPAEIMTINLAVCDLGISVVGKPFTIISCFCHRWVFGWIGCRWYGWAGFFFGCGSLITMTAVSLDRYLKICYLSYGVWLKRKHAYICLAAIWAYASFWTTMPLVGLGDYVPEPFGTSCTLDWWLAQASVGGQVFILNILFFCLLLPTAVIVFSYVKIIAKVKSSSKEVAHFDSRIHSSHVLEMKLTKVAMLICAGFLIAWIPYAVVSVWSAFGRPDSIPIQLSVVPTLLAKSAAM.... Result: 0 (no interaction). (3) The miRNA is cel-miR-124-3p with sequence UAAGGCACGCGGUGAAUGCCA. The protein sequence of the target gene is MANWPRVSPLAYVALGVLLGLTISIISQTGTTTYDAASRIAILRANRGDPQVDEHDHAHGNDPHGDEEVDDHHANFAPVQFHSNNSSHSHDGESLIADEVAKKVRVFCWILTGKQNHDKRAKHVKATWAKRCNKYVFMSSEEDAELPAINLNVSEGRDYLWAKTKGAFKYIYDHHLNDYDWFLKADDDTYVVMENLRFMLLAHSPDEPIHFGCKFKPFTQGGYHSGGAGYVLSREALKKFIEVALPDKSLCSQNHGGAEDAEMGKCLEKVGVKAGDSRDADGHHRFMPFVPEHHLSPGHV.... Result: 1 (interaction). (4) The miRNA is hsa-miR-1233-5p with sequence AGUGGGAGGCCAGGGCACGGCA. The protein sequence of the target gene is MTTFFTSVPPWIQDAKQEEEVGWKLVPRPRGREAESQVKCQCEISGTPFSNGEKLRPHSLPQPEQRPYSCPQLHCGKAFASKYKLYRHMATHSAQKPHQCMYCDKMFHRKDHLRNHLQTHDPNKEALHCSECGKNYNTKLGYRRHLAMHAASSGDLSCKVCLQTFESTQALLEHLKAHSRRVAGGAKEKKHPCDHCDRRFYTRKDVRRHLVVHTGRKDFLCQYCAQRFGRKDHLTRHVKKSHSQELLKIKTEPVDMLGLLSCSSTVSVKEELSPVLCMASRDVMGTKAFPGMLPMGMYGA.... Result: 1 (interaction). (5) The miRNA is hsa-miR-572 with sequence GUCCGCUCGGCGGUGGCCCA. The protein sequence of the target gene is MAAAEEEDGGPEGPNRERGGAGATFECNICLETAREAVVSVCGHLYCWPCLHQWLETRPERQECPVCKAGISREKVVPLYGRGSQKPQDPRLKTPPRPQGQRPAPESRGGFQPFGDTGGFHFSFGVGAFPFGFFTTVFNAHEPFRRGTGVDLGQGHPASSWQDSLFLFLAIFFFFWLLSI. Result: 0 (no interaction). (6) The miRNA is hsa-miR-4313 with sequence AGCCCCCUGGCCCCAAACCC. The protein sequence of the target gene is MGSPGMVLGLLVQIWALQEASSLSVQQGPNLLQVRQGSQATLVCQVDQATAWERLRVKWTKDGAILCQPYITNGSLSLGVCGPQGRLSWQAPSHLTLQLDPVSLNHSGAYVCWAAVEIPELEEAEGNITRLFVDPDDPTQNRNRIASFPGFLFVLLGVGSMGVAAIVWGAWFWGRRSCQQRDSGNSPGNAFYSNVLYRPRGAPKKSEDCSGEGKDQRGQSIYSTSFPQPAPRQPHLASRPCPSPRPCPSPRPGHPVSMVRVSPRPSPTQQPRPKGFPKVGEE. Result: 0 (no interaction). (7) The miRNA is hsa-miR-4753-5p with sequence CAAGGCCAAAGGAAGAGAACAG. The protein sequence of the target gene is MEPGLSGERRSMAPLLEYERQQVLELLDSDGLVVCARGLGTDRLLYHFLRLHCHPACLVLVLNTQPAEEEYFINQLKIEGVEHLPRRVTNEIASNSRYEVYTQGGIIFATSRILVVDFLTGRIPSDLITGILVYRAHRIIESCQEAFILRLFRQKNKRGFIKAFTDNAVAFDTGFCHVERVMRNLFVRKLYLWPRFHVAVNSFLEQHKPEVVEIHVSMTPAMLAIQTAILDILNACLKELKCHNPSLEVEDLSLENALGKPFDKTIRHYLDPLWHQLGAKTKSLVQDLKILRTLLQYLSQ.... Result: 0 (no interaction).